This data is from Catalyst prediction with 721,799 reactions and 888 catalyst types from USPTO. The task is: Predict which catalyst facilitates the given reaction. (1) Reactant: [CH3:1][O:2][C:3]1[CH:4]=[C:5]2[C:10](=[CH:11][C:12]=1[O:13][CH3:14])[N:9]=[CH:8][N:7]=[C:6]2[O:15][C:16]1[CH:22]=[CH:21][C:19]([NH2:20])=[CH:18][CH:17]=1.ClC(Cl)(O[C:27](=[O:33])[O:28][C:29](Cl)(Cl)Cl)Cl.[CH3:35][O:36][C:37]1C=[CH:41][CH:40]=[CH:39][C:38]=1O.C(=O)(O)[O-].[Na+]. Product: [CH3:1][O:2][C:3]1[CH:4]=[C:5]2[C:10](=[CH:11][C:12]=1[O:13][CH3:14])[N:9]=[CH:8][N:7]=[C:6]2[O:15][C:16]1[CH:22]=[CH:21][C:19]([NH:20][C:27](=[O:33])[O:28][C:29]2[CH:41]=[CH:40][CH:39]=[CH:38][C:37]=2[O:36][CH3:35])=[CH:18][CH:17]=1. The catalyst class is: 208. (2) Reactant: [Cl:1][C:2]1[CH:21]=[CH:20][C:19]([S:22][CH3:23])=[CH:18][C:3]=1[C:4]([NH:6][CH2:7][C:8]12[CH2:17][CH:12]3[CH2:13][CH:14]([CH2:16][CH:10]([CH2:11]3)[CH2:9]1)[CH2:15]2)=[O:5].ClC1C(C(OO)=[O:32])=CC=CC=1.[OH-].[Ca+2].[OH-]. Product: [Cl:1][C:2]1[CH:21]=[CH:20][C:19]([S:22]([CH3:23])=[O:32])=[CH:18][C:3]=1[C:4]([NH:6][CH2:7][C:8]12[CH2:17][CH:12]3[CH2:11][CH:10]([CH2:16][CH:14]([CH2:13]3)[CH2:15]1)[CH2:9]2)=[O:5]. The catalyst class is: 22. (3) Product: [CH3:18][C:11]1([CH3:19])[CH2:10][C@H:9]([NH:8][C:6]2[C:5]([F:20])=[CH:4][N:3]=[C:2]([NH:21][C:22]3[C:23]([F:37])=[CH:24][C:25]([O:35][CH3:36])=[C:26]([N:28]4[C:32](=[O:33])[N:31]([CH3:34])[N:30]=[N:29]4)[CH:27]=3)[N:7]=2)[CH2:17][C@H:16]2[N:12]1[CH2:13][CH2:14][CH2:15]2. Reactant: Cl[C:2]1[N:7]=[C:6]([NH:8][C@@H:9]2[CH2:17][C@H:16]3[N:12]([CH2:13][CH2:14][CH2:15]3)[C:11]([CH3:19])([CH3:18])[CH2:10]2)[C:5]([F:20])=[CH:4][N:3]=1.[NH2:21][C:22]1[C:23]([F:37])=[CH:24][C:25]([O:35][CH3:36])=[C:26]([N:28]2[C:32](=[O:33])[N:31]([CH3:34])[N:30]=[N:29]2)[CH:27]=1.CC1C=CC(S(O)(=O)=O)=CC=1.O. The catalyst class is: 32. (4) Reactant: [NH2:1][CH2:2][CH2:3][CH2:4][CH2:5][CH2:6][NH:7][C:8]1[CH:13]=[C:12]([C:14]2[CH:19]=[CH:18][CH:17]=[C:16]([CH3:20])[C:15]=2[CH3:21])[N:11]=[C:10]([NH2:22])[N:9]=1.C(=O)(OC(C)(C)C)[O:24][C:25]([O:27][C:28]([CH3:31])([CH3:30])[CH3:29])=O.CCN(CC)CC. Product: [NH2:22][C:10]1[N:9]=[C:8]([NH:7][CH2:6][CH2:5][CH2:4][CH2:3][CH2:2][NH:1][C:25](=[O:24])[O:27][C:28]([CH3:31])([CH3:30])[CH3:29])[CH:13]=[C:12]([C:14]2[CH:19]=[CH:18][CH:17]=[C:16]([CH3:20])[C:15]=2[CH3:21])[N:11]=1. The catalyst class is: 1. (5) Reactant: Cl[C:2]1[C:11]([N:12]([CH:14]([CH3:16])[CH3:15])[CH3:13])=[N:10][C:9]2[C:4](=[CH:5][CH:6]=[C:7]([C:17]([O:19][CH3:20])=[O:18])[CH:8]=2)[N:3]=1.[O:21]1[C:25]2[CH:26]=[CH:27][CH:28]=[CH:29][C:24]=2[CH:23]=[C:22]1B(O)O.[O-]P([O-])([O-])=O.[K+].[K+].[K+]. Product: [O:21]1[C:25]2[CH:26]=[CH:27][CH:28]=[CH:29][C:24]=2[CH:23]=[C:22]1[C:2]1[C:11]([N:12]([CH:14]([CH3:16])[CH3:15])[CH3:13])=[N:10][C:9]2[C:4](=[CH:5][CH:6]=[C:7]([C:17]([O:19][CH3:20])=[O:18])[CH:8]=2)[N:3]=1. The catalyst class is: 203. (6) Reactant: [CH3:1][O:2][C:3](=[O:18])[C:4]1[CH:9]=[C:8]([C:10]2[CH:15]=[CH:14][C:13]([Cl:16])=[CH:12][N:11]=2)[CH:7]=[C:6]([NH2:17])[CH:5]=1.CCN(CC)CC.[C:26](Cl)(=[O:30])[CH:27]([CH3:29])[CH3:28]. Product: [CH3:1][O:2][C:3](=[O:18])[C:4]1[CH:5]=[C:6]([NH:17][C:26](=[O:30])[CH:27]([CH3:29])[CH3:28])[CH:7]=[C:8]([C:10]2[CH:15]=[CH:14][C:13]([Cl:16])=[CH:12][N:11]=2)[CH:9]=1. The catalyst class is: 2. (7) Reactant: [H-].[H-].[H-].[H-].[Li+].[Al+3].[CH3:7][O:8][C:9]1[CH:14]=[CH:13][C:12]([CH:15]=[C:16]([N+:18]([O-])=O)[CH3:17])=[CH:11][C:10]=1[O:21][CH3:22].O. Product: [CH3:22][O:21][C:10]1[CH:11]=[C:12]([CH2:15][CH:16]([NH2:18])[CH3:17])[CH:13]=[CH:14][C:9]=1[O:8][CH3:7]. The catalyst class is: 1. (8) Product: [F:35][C:34]([F:37])([F:36])[C:32]([OH:38])=[O:33].[NH2:7][CH2:8][CH:9]([CH3:10])[O:11][C:12]1[CH:17]=[C:16]([F:18])[CH:15]=[CH:14][C:13]=1[NH:19][C:20]1[C:21]2[C:28]([CH3:29])=[C:27]([Cl:30])[S:26][C:22]=2[N:23]=[CH:24][N:25]=1. The catalyst class is: 2. Reactant: C(OC(=O)[NH:7][CH2:8][CH:9]([O:11][C:12]1[CH:17]=[C:16]([F:18])[CH:15]=[CH:14][C:13]=1[NH:19][C:20]1[C:21]2[C:28]([CH3:29])=[C:27]([Cl:30])[S:26][C:22]=2[N:23]=[CH:24][N:25]=1)[CH3:10])(C)(C)C.[C:32]([OH:38])([C:34]([F:37])([F:36])[F:35])=[O:33]. (9) Reactant: Br[C:2]1[CH:3]=[C:4]([NH:10][C:11]2[CH:16]=[CH:15][C:14]([N:17]3[CH2:22][C@@H:21]([CH3:23])[N:20]([CH:24]4[CH2:27][O:26][CH2:25]4)[CH2:19][C@@H:18]3[CH3:28])=[CH:13][N:12]=2)[C:5](=[O:9])[N:6]([CH3:8])[CH:7]=1.[C:29]([O:32][CH2:33][C:34]1[C:39](B2OC(C)(C)C(C)(C)O2)=[CH:38][C:37]([F:49])=[CH:36][C:35]=1[N:50]1[C:62](=[O:63])[C:61]2[S:60][C:59]3[CH2:58][CH2:57][CH2:56][CH2:55][C:54]=3[C:53]=2[CH:52]=[N:51]1)(=[O:31])[CH3:30].[O-]P([O-])([O-])=O.[K+].[K+].[K+].C([O-])(=O)C.[Na+]. The catalyst class is: 379. Product: [C:29]([O:32][CH2:33][C:34]1[C:35]([N:50]2[C:62](=[O:63])[C:61]3[S:60][C:59]4[CH2:58][CH2:57][CH2:56][CH2:55][C:54]=4[C:53]=3[CH:52]=[N:51]2)=[CH:36][C:37]([F:49])=[CH:38][C:39]=1[C:2]1[CH:3]=[C:4]([NH:10][C:11]2[CH:16]=[CH:15][C:14]([N:17]3[CH2:22][C@@H:21]([CH3:23])[N:20]([CH:24]4[CH2:25][O:26][CH2:27]4)[CH2:19][C@@H:18]3[CH3:28])=[CH:13][N:12]=2)[C:5](=[O:9])[N:6]([CH3:8])[CH:7]=1)(=[O:31])[CH3:30]. (10) Product: [I:12][C:9]1[CH:10]=[C:11]2[C:6](=[CH:7][CH:8]=1)[N:5]=[CH:4][N:3]=[C:2]2[NH:13][CH2:14][CH2:15][OH:16]. The catalyst class is: 32. Reactant: Cl[C:2]1[C:11]2[C:6](=[CH:7][CH:8]=[C:9]([I:12])[CH:10]=2)[N:5]=[CH:4][N:3]=1.[NH2:13][CH2:14][CH2:15][OH:16].